The task is: Regression. Given two drug SMILES strings and cell line genomic features, predict the synergy score measuring deviation from expected non-interaction effect.. This data is from NCI-60 drug combinations with 297,098 pairs across 59 cell lines. (1) Drug 1: CNC(=O)C1=CC=CC=C1SC2=CC3=C(C=C2)C(=NN3)C=CC4=CC=CC=N4. Drug 2: C1CCC(C1)C(CC#N)N2C=C(C=N2)C3=C4C=CNC4=NC=N3. Cell line: HOP-62. Synergy scores: CSS=1.09, Synergy_ZIP=2.46, Synergy_Bliss=4.97, Synergy_Loewe=1.48, Synergy_HSA=1.07. (2) Drug 1: C1C(C(OC1N2C=NC3=C(N=C(N=C32)Cl)N)CO)O. Drug 2: CS(=O)(=O)OCCCCOS(=O)(=O)C. Cell line: NCI-H322M. Synergy scores: CSS=10.1, Synergy_ZIP=-4.62, Synergy_Bliss=-3.69, Synergy_Loewe=6.09, Synergy_HSA=-4.36. (3) Drug 1: C1=CC(=C2C(=C1NCCNCCO)C(=O)C3=C(C=CC(=C3C2=O)O)O)NCCNCCO. Drug 2: CCN(CC)CCNC(=O)C1=C(NC(=C1C)C=C2C3=C(C=CC(=C3)F)NC2=O)C. Cell line: OVCAR-8. Synergy scores: CSS=39.3, Synergy_ZIP=2.51, Synergy_Bliss=1.99, Synergy_Loewe=-20.1, Synergy_HSA=0.284. (4) Drug 1: C1=CC=C(C=C1)NC(=O)CCCCCCC(=O)NO. Drug 2: C1CNP(=O)(OC1)N(CCCl)CCCl. Cell line: BT-549. Synergy scores: CSS=-5.22, Synergy_ZIP=2.85, Synergy_Bliss=1.96, Synergy_Loewe=-70.8, Synergy_HSA=-4.44.